Task: Predict the reactants needed to synthesize the given product.. Dataset: Retrosynthesis with 50K atom-mapped reactions and 10 reaction types from USPTO (1) The reactants are: CN(C)C(=O)Cl.C[C@@H](O)c1nc2cnc3ccsc3c2n1[C@H]1CC[C@H](CN)CC1. Given the product C[C@@H](O)c1nc2cnc3ccsc3c2n1[C@H]1CC[C@H](CNC(=O)N(C)C)CC1, predict the reactants needed to synthesize it. (2) The reactants are: COc1cc2ncnc(Cl)c2cc1O[C@H]1CC[C@H](N2CCN(C)C(=O)C2)CC1.Nc1cccc(Cl)c1F. Given the product COc1cc2ncnc(Nc3cccc(Cl)c3F)c2cc1O[C@H]1CC[C@H](N2CCN(C)C(=O)C2)CC1, predict the reactants needed to synthesize it. (3) Given the product Nc1nc(-c2cc(OCc3ccccc3)c(Cl)cc2Cl)c2cc(C(=O)O)sc2n1, predict the reactants needed to synthesize it. The reactants are: CCOC(=O)c1cc2c(-c3cc(OCc4ccccc4)c(Cl)cc3Cl)nc(N)nc2s1.